From a dataset of Full USPTO retrosynthesis dataset with 1.9M reactions from patents (1976-2016). Predict the reactants needed to synthesize the given product. (1) Given the product [C:1]([O:5][C:6]([N:8]1[CH2:13][CH2:12][CH:11]([CH2:14][CH2:15][N:16]2[CH2:21][CH2:20][N:19]([C:22]3[CH:23]=[CH:24][C:25]([S:28]([CH3:29])(=[O:47])=[O:46])=[CH:26][CH:27]=3)[C:18](=[O:30])[CH2:17]2)[CH2:10][CH2:9]1)=[O:7])([CH3:3])([CH3:4])[CH3:2], predict the reactants needed to synthesize it. The reactants are: [C:1]([O:5][C:6]([N:8]1[CH2:13][CH2:12][CH:11]([CH2:14][CH2:15][N:16]2[CH2:21][CH2:20][N:19]([C:22]3[CH:27]=[CH:26][C:25]([S:28][CH3:29])=[CH:24][CH:23]=3)[C:18](=[O:30])[CH2:17]2)[CH2:10][CH2:9]1)=[O:7])([CH3:4])([CH3:3])[CH3:2].N(CCCC)(CCCC)CCCC.OO.[OH2:46].[OH:47]O.[O-]S([O-])=O.[Na+].[Na+]. (2) Given the product [N:32]1[CH:33]=[CH:34][CH:35]=[C:30]([C:29]([N:1]2[CH2:6][CH2:5][CH:4]([C:7]([NH:9][C:10]3[C:14]4[CH:15]=[CH:16][CH:17]=[CH:18][C:13]=4[O:12][C:11]=3[C:19]([NH:21][C:22]3[CH:27]=[CH:26][C:25]([Cl:28])=[CH:24][N:23]=3)=[O:20])=[O:8])[CH2:3][CH2:2]2)=[O:36])[CH:31]=1, predict the reactants needed to synthesize it. The reactants are: [NH:1]1[CH2:6][CH2:5][CH:4]([C:7]([NH:9][C:10]2[C:14]3[CH:15]=[CH:16][CH:17]=[CH:18][C:13]=3[O:12][C:11]=2[C:19]([NH:21][C:22]2[CH:27]=[CH:26][C:25]([Cl:28])=[CH:24][N:23]=2)=[O:20])=[O:8])[CH2:3][CH2:2]1.[C:29](O)(=[O:36])[C:30]1[CH:35]=[CH:34][CH:33]=[N:32][CH:31]=1.ON1C2C=CC=CC=2N=N1.C(=O)([O-])O.[Na+]. (3) The reactants are: C1(N(Cl)C(=O)N(Cl)C(=O)N1Cl)=O.[Cl:28][C:25]1[CH:26]=[CH:27][C:22]([S:21][S:21][C:22]2[CH:27]=[CH:26][C:25]([Cl:28])=[CH:24][CH:23]=2)=[CH:23][CH:24]=1.[CH2:29]([O:31][C:32](=[O:45])[CH2:33][N:34]1[C:42]2[CH2:41][CH2:40][CH2:39][C:38](=[O:43])[C:37]=2[CH:36]=[C:35]1[CH3:44])[CH3:30].C([O-])(O)=O.[Na+]. Given the product [CH2:29]([O:31][C:32](=[O:45])[CH2:33][N:34]1[C:42]2[CH2:41][CH2:40][CH2:39][C:38](=[O:43])[C:37]=2[C:36]([S:21][C:22]2[CH:23]=[CH:24][C:25]([Cl:28])=[CH:26][CH:27]=2)=[C:35]1[CH3:44])[CH3:30], predict the reactants needed to synthesize it. (4) Given the product [C:1]([O:5][C:6]([NH:8][C:9]1[CH:10]=[C:11]([C:24]2[N:29]([CH2:30][C:31]([NH:50][CH2:49][C:76]3[CH:77]=[CH:70][C:68]([N:67]([CH:44]=[NH:40])[C:65](=[O:66])[O:64][CH2:57][C:58]4[CH:59]=[CH:60][CH:61]=[CH:62][CH:63]=4)=[CH:74][CH:73]=3)=[O:32])[C:28](=[O:34])[C:27]([NH:35][CH:36]([CH3:38])[CH3:37])=[N:26][CH:25]=2)[CH:12]=[C:13]([NH:15][CH2:16][CH2:17][C:18]2[CH:19]=[CH:20][CH:21]=[CH:22][CH:23]=2)[CH:14]=1)=[O:7])([CH3:2])([CH3:3])[CH3:4], predict the reactants needed to synthesize it. The reactants are: [C:1]([O:5][C:6]([NH:8][C:9]1[CH:10]=[C:11]([C:24]2[N:29]([CH2:30][C:31](O)=[O:32])[C:28](=[O:34])[C:27]([NH:35][CH:36]([CH3:38])[CH3:37])=[N:26][CH:25]=2)[CH:12]=[C:13]([NH:15][CH2:16][CH2:17][C:18]2[CH:23]=[CH:22][CH:21]=[CH:20][CH:19]=2)[CH:14]=1)=[O:7])([CH3:4])([CH3:3])[CH3:2].O[N:40]1[C:44]2C=CC=CC=2N=N1.[CH3:49][N:50]1CCOCC1.Cl.[CH2:57]([O:64][C:65]([NH:67][C:68]([C:70]1[CH:77]=[CH:76][C:73]([CH2:74]N)=CC=1)=N)=[O:66])[C:58]1[CH:63]=[CH:62][CH:61]=[CH:60][CH:59]=1.C1C=CC(CNC(CN2C3C(=CC=CC=3)C(C=O)=C2)=O)=CC=1. (5) Given the product [Cl:11][C:12]1[CH:13]=[C:14]2[C:19](=[CH:20][CH:21]=1)[N:18]=[C:17]([CH:22]=[N:2][OH:3])[CH:16]=[CH:15]2, predict the reactants needed to synthesize it. The reactants are: Cl.[NH2:2][OH:3].C(N(CC)CC)C.[Cl:11][C:12]1[CH:13]=[C:14]2[C:19](=[CH:20][CH:21]=1)[N:18]=[C:17]([CH:22]=O)[CH:16]=[CH:15]2.O. (6) The reactants are: [NH2:1][C:2]1[C:11]2[C:6](=[C:7](I)[CH:8]=[CH:9][CH:10]=2)[N:5]=[N:4][C:3]=1[C:13]([NH:15][CH2:16][CH2:17][CH3:18])=[O:14].C[Sn](C)(C)[C:21]1[CH:22]=[N:23][CH:24]=[C:25]([C:27]([N:29]2[CH2:32][CH2:31][CH2:30]2)=[O:28])[CH:26]=1. Given the product [NH2:1][C:2]1[C:11]2[C:6](=[C:7]([C:21]3[CH:22]=[N:23][CH:24]=[C:25]([C:27]([N:29]4[CH2:30][CH2:31][CH2:32]4)=[O:28])[CH:26]=3)[CH:8]=[CH:9][CH:10]=2)[N:5]=[N:4][C:3]=1[C:13]([NH:15][CH2:16][CH2:17][CH3:18])=[O:14], predict the reactants needed to synthesize it. (7) Given the product [N+:12]([C:5]1[C:6]([NH2:9])=[N:7][CH:8]=[C:3]([C:2]([F:1])([F:10])[F:11])[CH:4]=1)([O-:14])=[O:13], predict the reactants needed to synthesize it. The reactants are: [F:1][C:2]([F:11])([F:10])[C:3]1[CH:4]=[CH:5][C:6]([NH2:9])=[N:7][CH:8]=1.[N+:12]([O-])([OH:14])=[O:13]. (8) Given the product [C:32]([OH:25])([C:14]([F:17])([F:16])[F:15])=[O:33].[I:23][C:8]1[CH:7]=[C:6]([N:9]2[C:13]([C:14]([F:17])([F:15])[F:16])=[C:12]([C:18]([O:20][CH2:21][CH3:22])=[O:19])[CH:11]=[N:10]2)[CH:5]=[CH:4][C:3]=1[O:2][CH3:1], predict the reactants needed to synthesize it. The reactants are: [CH3:1][O:2][C:3]1[CH:8]=[CH:7][C:6]([N:9]2[C:13]([C:14]([F:17])([F:16])[F:15])=[C:12]([C:18]([O:20][CH2:21][CH3:22])=[O:19])[CH:11]=[N:10]2)=[CH:5][CH:4]=1.[I:23]I.[O-:25]S([O-])(=S)=O.[Na+].[Na+].[CH3:32][OH:33]. (9) The reactants are: [CH3:1][Si:2]([CH3:27])([CH3:26])[CH2:3][CH2:4][O:5][CH2:6][N:7]1[C:11]2[N:12]=[CH:13][N:14]=[C:15]([C:16]3[CH:17]=[N:18][N:19]([CH:21]([CH3:25])[CH2:22][C:23]#[N:24])[CH:20]=3)[C:10]=2[CH:9]=[CH:8]1. Given the product [CH3:26][Si:2]([CH3:1])([CH3:27])[CH2:3][CH2:4][O:5][CH2:6][N:7]1[C:11]2[N:12]=[CH:13][N:14]=[C:15]([C:16]3[CH:17]=[N:18][N:19]([C@@H:21]([CH3:25])[CH2:22][C:23]#[N:24])[CH:20]=3)[C:10]=2[CH:9]=[CH:8]1, predict the reactants needed to synthesize it.